This data is from Forward reaction prediction with 1.9M reactions from USPTO patents (1976-2016). The task is: Predict the product of the given reaction. (1) Given the reactants Cl[C:2]1[N:20]=[C:5]2[C:6]([C:10]3[CH:15]=[CH:14][C:13]([S:16]([CH3:19])(=[O:18])=[O:17])=[CH:12][CH:11]=3)=[CH:7][CH:8]=[CH:9][N:4]2[N:3]=1.[N:21]1[CH:26]=[CH:25][CH:24]=[C:23]([CH2:27][CH2:28][NH2:29])[CH:22]=1, predict the reaction product. The product is: [CH3:19][S:16]([C:13]1[CH:14]=[CH:15][C:10]([C:6]2[C:5]3[N:4]([N:3]=[C:2]([NH:29][CH2:28][CH2:27][C:23]4[CH:22]=[N:21][CH:26]=[CH:25][CH:24]=4)[N:20]=3)[CH:9]=[CH:8][CH:7]=2)=[CH:11][CH:12]=1)(=[O:18])=[O:17]. (2) Given the reactants [C:1]([C:5]1[S:6][CH:7]=[C:8](/[CH:10]=[CH:11]/[C:12]2[C:13]([O:23]COC)=[N:14][N:15]([C:17]3[CH:22]=[CH:21][CH:20]=[CH:19][CH:18]=3)[CH:16]=2)[N:9]=1)([CH3:4])([CH3:3])[CH3:2].[ClH:27], predict the reaction product. The product is: [ClH:27].[C:1]([C:5]1[S:6][CH:7]=[C:8](/[CH:10]=[CH:11]/[C:12]2[C:13]([OH:23])=[N:14][N:15]([C:17]3[CH:22]=[CH:21][CH:20]=[CH:19][CH:18]=3)[CH:16]=2)[N:9]=1)([CH3:4])([CH3:2])[CH3:3]. (3) Given the reactants [F:1][C:2]([F:16])([F:15])/[CH:3]=[CH:4]/[C:5]1[CH:13]=[CH:12][C:8]([C:9]([OH:11])=O)=[C:7]([CH3:14])[CH:6]=1.C(Cl)(=O)C(Cl)=O.C(N(CC)CC)C.[CH3:30][C:31]1[S:32][C:33]2[C:38]([N:39]=1)=[CH:37][C:36]([NH2:40])=[CH:35][N:34]=2, predict the reaction product. The product is: [CH3:14][C:7]1[CH:6]=[C:5](/[CH:4]=[CH:3]/[C:2]([F:1])([F:16])[F:15])[CH:13]=[CH:12][C:8]=1[C:9]([NH:40][C:36]1[CH:37]=[C:38]2[N:39]=[C:31]([CH3:30])[S:32][C:33]2=[N:34][CH:35]=1)=[O:11].